From a dataset of Reaction yield outcomes from USPTO patents with 853,638 reactions. Predict the reaction yield, written as a fraction of the theoretical maximum amount of product (1.0 means a 100% yield; for example, 0.34 means a 34% yield). (1) The product is [C:38]([O:37][CH:35]([O:51][C:49]([NH:11][CH2:10][CH:5]([CH2:4][CH:2]([CH3:1])[CH3:3])[CH2:6][C:7]([OH:9])=[O:8])=[O:50])[CH3:36])(=[O:42])[CH:39]([CH3:40])[CH3:41]. The yield is 0.480. The reactants are [CH3:1][CH:2]([CH2:4][C@H:5]([CH2:10][NH2:11])[CH2:6][C:7]([OH:9])=[O:8])[CH3:3].C(N(CC)CC)C.C[Si](C)(C)Cl.C(=O)([O-])OC1C=CC([N+]([O-])=O)=CC=1[CH:35]([O:37][C:38](=[O:42])[CH:39]([CH3:41])[CH3:40])[CH3:36].C(O)(=O)CC(CC(O)=O)([C:49]([OH:51])=[O:50])O. The catalyst is ClCCl. (2) The reactants are Cl[C:2]1[N:7]=[C:6]([NH:8][CH2:9][C:10]([N:12]([CH:14]2[CH2:19][CH2:18][N:17]([CH2:20][CH:21]3[CH2:23][CH2:22]3)[CH2:16][CH2:15]2)[CH3:13])=[O:11])[C:5]([CH3:24])=[CH:4][N:3]=1.[CH3:25][O:26][C:27]1[CH:34]=[CH:33][C:30]([CH2:31][NH2:32])=[CH:29][CH:28]=1.C(N(C(C)C)CC)(C)C. The catalyst is C(O)CCC. The product is [CH:21]1([CH2:20][N:17]2[CH2:18][CH2:19][CH:14]([N:12]([CH3:13])[C:10](=[O:11])[CH2:9][NH:8][C:6]3[C:5]([CH3:24])=[CH:4][N:3]=[C:2]([NH:32][CH2:31][C:30]4[CH:33]=[CH:34][C:27]([O:26][CH3:25])=[CH:28][CH:29]=4)[N:7]=3)[CH2:15][CH2:16]2)[CH2:23][CH2:22]1. The yield is 0.360. (3) The reactants are C([O:8][C:9]([C:11]1([C:19]([O:21]CC2C=CC=CC=2)=[O:20])[CH2:16][CH2:15][P:14]([CH3:18])(=[O:17])[CH2:13][CH2:12]1)=[O:10])C1C=CC=CC=1.[H][H]. The catalyst is C(O)C.[Pd]. The product is [CH3:18][P:14]1(=[O:17])[CH2:13][CH2:12][C:11]([C:9]([OH:10])=[O:8])([C:19]([OH:21])=[O:20])[CH2:16][CH2:15]1. The yield is 0.960. (4) The reactants are [Si:1]([O:8]S(C(F)(F)F)(=O)=O)([C:4]([CH3:7])([CH3:6])[CH3:5])([CH3:3])[CH3:2].[CH3:16][O:17][C:18]([CH:20]([CH2:27][CH2:28][CH2:29][CH2:30][CH2:31][CH2:32][CH2:33][CH2:34][CH2:35][CH2:36][CH2:37][CH3:38])[C:21](=O)[C:22]([O:24][CH3:25])=[O:23])=[O:19].CCN(CC)CC. The catalyst is C(Cl)Cl. The product is [Si:1]([O:8][C:21](=[C:20]([C:18]([O:17][CH3:16])=[O:19])[CH2:27][CH2:28][CH2:29][CH2:30][CH2:31][CH2:32][CH2:33][CH2:34][CH2:35][CH2:36][CH2:37][CH3:38])[C:22]([O:24][CH3:25])=[O:23])([C:4]([CH3:7])([CH3:6])[CH3:5])([CH3:3])[CH3:2]. The yield is 0.820. (5) The reactants are C(N)(C)C.C([Li])CCC.[Li+].CC([N-]C(C)C)C.[CH3:18][O:19][C:20]([CH:22]1[CH2:27][CH2:26][N:25]([C:28]([O:30][C:31]([CH3:34])([CH3:33])[CH3:32])=[O:29])[CH2:24][CH2:23]1)=[O:21].[CH2:35](Br)[C:36]1[CH:41]=[CH:40][CH:39]=[CH:38][CH:37]=1.[Cl-].[NH4+]. The catalyst is C1COCC1.CN(P(N(C)C)(N(C)C)=O)C. The product is [CH3:18][O:19][C:20]([C:22]1([CH2:35][C:36]2[CH:41]=[CH:40][CH:39]=[CH:38][CH:37]=2)[CH2:23][CH2:24][N:25]([C:28]([O:30][C:31]([CH3:34])([CH3:33])[CH3:32])=[O:29])[CH2:26][CH2:27]1)=[O:21]. The yield is 0.630.